From a dataset of Forward reaction prediction with 1.9M reactions from USPTO patents (1976-2016). Predict the product of the given reaction. Given the reactants F[C:2]1[CH:7]=[C:6]([F:8])[CH:5]=[CH:4][C:3]=1[C:9]([C:12]1[CH:17]=[CH:16][CH:15]=[C:14]([O:18][CH3:19])[CH:13]=1)=[N:10][OH:11].CC(C)([O-])C.[K+].C(OCC)(=O)C.O, predict the reaction product. The product is: [F:8][C:6]1[CH:5]=[CH:4][C:3]2[C:9]([C:12]3[CH:17]=[CH:16][CH:15]=[C:14]([O:18][CH3:19])[CH:13]=3)=[N:10][O:11][C:2]=2[CH:7]=1.